Dataset: Experimentally validated miRNA-target interactions with 360,000+ pairs, plus equal number of negative samples. Task: Binary Classification. Given a miRNA mature sequence and a target amino acid sequence, predict their likelihood of interaction. (1) The miRNA is hsa-miR-3189-5p with sequence UGCCCCAUCUGUGCCCUGGGUAGGA. The protein sequence of the target gene is MSWLFPLTKSASSSAAGSPGGLTSLQQQKQRLIESLRNSHSSIAEIQKDVEYRLPFTINNLTININILLPPQFPQEKPVISVYPPIRHHLMDKQGVYVTSPLVNNFTMHSDLGKIIQSLLDEFWKNPPVLAPTSTAFPYLYSNPSGMSPYASQGFPFLPPYPPQEANRSITSLSVADTVSSSTTSHTTAKPAAPSFGVLSNLPLPIPTVDASIPTSQNGFGYKMPDVPDAFPELSELSVSQLTDMNEQEEVLLEQFLTLPQLKQIITDKDDLVKSIEELARKNLLLEPSLEAKRQTVLDK.... Result: 0 (no interaction). (2) The miRNA is hsa-miR-4429 with sequence AAAAGCUGGGCUGAGAGGCG. The protein sequence of the target gene is MAEETQHNKLAAAKKKLKEYWQKNSPRVPAGANRNRKTNGSIPEKATSGGCQPPRDSATGFHREGPTSSATLKDLESPCQERAVVLDSRSVEISQLKNTIKSLKQQKKQVEHQLEEEKKANNKKQKAKRVLEVQIQTLNIQKEELNTDLYHMKRSLRYFEEKSKDLAVRLQHSLQRKGELESVLSNVMATQKKKANQLSSRSKARTEWKLEQSMREEALLKVQLTQFKESFQQVQLERDEYSEHLKGERARWQQRMRKMSQEICTLKKEKQQDMRRVEKLERSLSKLKNQMAEPLPPEPP.... Result: 0 (no interaction). (3) The miRNA is hsa-miR-6879-5p with sequence CAGGGCAGGGAAGGUGGGAGAG. The protein sequence of the target gene is MDSRLALATEEPIKKDSLKKYKILCVVLLALLVIVSLGLGLGLGLRKPEEQGSCRKKCFDSSHRGLEGCRCDSGCTGRGDCCWDFEDTCVKSTQIWTCNLFRCGENRLETALCSCADDCLQRKDCCADYKTVCQGESPWVTEACASSQEPQCPPGFDLPPVILFSMDGFRAEYLQTWSTLLPNINKLKTCGIHSKYMRAMYPTKTFPNHYTIVTGLYPESHGIIDNNMYDVHLNKNFSLSSVEKSNPAWWSGQPIWLTAMYQGLKAACYYWPGSDVAVNGSFPTIYRNYSNSVPYERRIT.... Result: 0 (no interaction). (4) The miRNA is hsa-miR-103a-3p with sequence AGCAGCAUUGUACAGGGCUAUGA. The protein sequence of the target gene is MATKKAGSRLETEIERCRSECQWERIPELVKQLSAKLIANDDMAELLLGESKLEQYLKEHPLRQGASPRGPKPQLTEVRKHLTAALDRGNLKSEFLQESNLIMAKLNYVEGDYKEALNIYARVGLDDLPLTAVPPYRLRVIAEAYATKGLCLEKLPISSSTSNLHVDREQDVITCYEKAGDIALLYLQEIERVILSNIQNRSPKPGPAPHDQELGFFLETGLQRAHVLYFKNGNLTRGVGRFRELLRAVETRTTQNLRMTIARQLAEILLRGMCEQSYWNPLEDPPCQSPLDDPLRKGAN.... Result: 0 (no interaction). (5) The protein sequence of the target gene is MGGEQEEERFDGMLLAMAQQHEGGVQELVNTFFSFLRRKTDFFIGGEEGMAEKLITQTFSHHNQLAQKTRREKRARQEAERREKAERAARLAKEAKSETSGPQIKELTDEEAERLQLEIDQKKDAENHEAQLKNGSLDSPGKQDTEEDEEEDEKDKGKLKPNLGNGADLPNYRWTQTLSELDLAVPFCVNFRLKGKDMVVDIQRRHLRVGLKGQPAIIDGELYNEVKVEESSWLIEDGKVVTVHLEKINKMEWWSRLVSSDPEINTKKINPENSKLSDLDSETRSMVEKMMYDQRQKSMG.... The miRNA is hsa-miR-296-3p with sequence GAGGGUUGGGUGGAGGCUCUCC. Result: 1 (interaction). (6) The miRNA is hsa-miR-5582-5p with sequence UAGGCACACUUAAAGUUAUAGC. The protein sequence of the target gene is MARRSQSSSQGDNPLAPGYLPPHYKEYYRLAVDALAEGGSEAYSRFLATEGAPDFLCPEELEHVSRHLRPPQYVTREPPEGSLLDVDMDGSSGTYWPVNSDQAVPELDLGWPLTFGFQGTEVTTLVQPPPPDSPSIKDEARRMIRSAQQVVAVVMDMFTDVDLLSEVLEAAARRVPVYILLDEMNAQHFLDMADKCRVNLQHVDFLRVRTVAGPTYYCRTGKSFKGHVKEKFLLVDCAVVMSGSYSFMWSFEKIHRSLAHVFQGELVSSFDEEFRILFAQSEPLVPSAAALARMDAYALA.... Result: 1 (interaction).